From a dataset of NCI-60 drug combinations with 297,098 pairs across 59 cell lines. Regression. Given two drug SMILES strings and cell line genomic features, predict the synergy score measuring deviation from expected non-interaction effect. (1) Drug 1: C1CCC(C1)C(CC#N)N2C=C(C=N2)C3=C4C=CNC4=NC=N3. Drug 2: C1C(C(OC1N2C=NC3=C(N=C(N=C32)Cl)N)CO)O. Cell line: U251. Synergy scores: CSS=-1.07, Synergy_ZIP=-0.295, Synergy_Bliss=-2.61, Synergy_Loewe=-2.91, Synergy_HSA=-2.67. (2) Drug 1: CC1=C(C=C(C=C1)NC2=NC=CC(=N2)N(C)C3=CC4=NN(C(=C4C=C3)C)C)S(=O)(=O)N.Cl. Drug 2: C1C(C(OC1N2C=NC3=C2NC=NCC3O)CO)O. Cell line: HCT116. Synergy scores: CSS=-3.12, Synergy_ZIP=0.390, Synergy_Bliss=0.738, Synergy_Loewe=-0.0875, Synergy_HSA=-0.224. (3) Drug 1: CCC1=C2CN3C(=CC4=C(C3=O)COC(=O)C4(CC)O)C2=NC5=C1C=C(C=C5)O. Drug 2: CC1CCCC2(C(O2)CC(NC(=O)CC(C(C(=O)C(C1O)C)(C)C)O)C(=CC3=CSC(=N3)C)C)C. Cell line: LOX IMVI. Synergy scores: CSS=60.1, Synergy_ZIP=-1.66, Synergy_Bliss=-1.76, Synergy_Loewe=-2.66, Synergy_HSA=0.519. (4) Drug 1: C1CCC(C1)C(CC#N)N2C=C(C=N2)C3=C4C=CNC4=NC=N3. Drug 2: CC12CCC3C(C1CCC2OP(=O)(O)O)CCC4=C3C=CC(=C4)OC(=O)N(CCCl)CCCl.[Na+]. Cell line: SNB-19. Synergy scores: CSS=-2.42, Synergy_ZIP=0.860, Synergy_Bliss=-0.716, Synergy_Loewe=-3.65, Synergy_HSA=-3.77. (5) Drug 1: COC1=C2C(=CC3=C1OC=C3)C=CC(=O)O2. Drug 2: C1C(C(OC1N2C=NC(=NC2=O)N)CO)O. Cell line: SK-OV-3. Synergy scores: CSS=-2.73, Synergy_ZIP=0.813, Synergy_Bliss=0.473, Synergy_Loewe=-1.36, Synergy_HSA=-1.20. (6) Synergy scores: CSS=10.7, Synergy_ZIP=-5.91, Synergy_Bliss=-4.17, Synergy_Loewe=-2.01, Synergy_HSA=-1.55. Drug 2: C1CN1C2=NC(=NC(=N2)N3CC3)N4CC4. Drug 1: CC1=C2C(C(=O)C3(C(CC4C(C3C(C(C2(C)C)(CC1OC(=O)C(C(C5=CC=CC=C5)NC(=O)C6=CC=CC=C6)O)O)OC(=O)C7=CC=CC=C7)(CO4)OC(=O)C)O)C)OC(=O)C. Cell line: TK-10. (7) Drug 1: C1=C(C(=O)NC(=O)N1)F. Drug 2: CN(C(=O)NC(C=O)C(C(C(CO)O)O)O)N=O. Cell line: SK-MEL-2. Synergy scores: CSS=30.6, Synergy_ZIP=-3.74, Synergy_Bliss=-8.32, Synergy_Loewe=-20.7, Synergy_HSA=-6.05.